This data is from Full USPTO retrosynthesis dataset with 1.9M reactions from patents (1976-2016). The task is: Predict the reactants needed to synthesize the given product. (1) Given the product [Cl:1][C:2]1[CH:3]=[CH:4][C:5]([N:8]([C:9](=[O:34])[C:10]2[CH:15]=[CH:14][C:13]([C:16]3[CH2:20][C:19]([C:25]4[CH:26]=[C:27]([Cl:32])[CH:28]=[C:29]([Cl:31])[CH:30]=4)([C:21]([F:23])([F:24])[F:22])[O:18][N:17]=3)=[CH:12][C:11]=2[CH3:33])[C:40](=[O:41])[O:42][CH3:43])=[N:6][CH:7]=1, predict the reactants needed to synthesize it. The reactants are: [Cl:1][C:2]1[CH:3]=[CH:4][C:5]([NH:8][C:9](=[O:34])[C:10]2[CH:15]=[CH:14][C:13]([C:16]3[CH2:20][C:19]([C:25]4[CH:30]=[C:29]([Cl:31])[CH:28]=[C:27]([Cl:32])[CH:26]=4)([C:21]([F:24])([F:23])[F:22])[O:18][N:17]=3)=[CH:12][C:11]=2[CH3:33])=[N:6][CH:7]=1.[H-].[Na+].[H][H].Cl[C:40]([O:42][CH3:43])=[O:41]. (2) Given the product [CH3:1][C:2]1[N:7]=[C:6]([C:8]2[C:12]([C:13]3[CH:18]=[CH:17][N:16]=[C:15]([C:19]4[CH:20]=[CH:21][C:22]([NH:25][C:53](=[O:54])[CH2:52][N:46]5[CH2:51][CH2:50][O:49][CH2:48][CH2:47]5)=[CH:23][CH:24]=4)[CH:14]=3)=[CH:11][NH:10][N:9]=2)[CH:5]=[CH:4][CH:3]=1, predict the reactants needed to synthesize it. The reactants are: [CH3:1][C:2]1[N:7]=[C:6]([C:8]2[C:12]([C:13]3[CH:18]=[CH:17][N:16]=[C:15]([C:19]4[CH:24]=[CH:23][C:22]([NH2:25])=[CH:21][CH:20]=4)[CH:14]=3)=[CH:11][N:10](C(C3C=CC=CC=3)(C3C=CC=CC=3)C3C=CC=CC=3)[N:9]=2)[CH:5]=[CH:4][CH:3]=1.Cl.[N:46]1([CH2:52][C:53](O)=[O:54])[CH2:51][CH2:50][O:49][CH2:48][CH2:47]1.